This data is from M1 muscarinic receptor antagonist screen with 61,756 compounds. The task is: Binary Classification. Given a drug SMILES string, predict its activity (active/inactive) in a high-throughput screening assay against a specified biological target. (1) The molecule is O(c1cc(c2nn(nn2)CC(O)=O)ccc1)C. The result is 0 (inactive). (2) The molecule is n1(\N=C\c2ncccc2)cnnc1. The result is 0 (inactive). (3) The molecule is o1c2c(c(CCC)cc1=O)c(OCC(OC)=O)cc(OCC(OC)=O)c2. The result is 0 (inactive). (4) The molecule is o1c(nc2c(c1=O)cccc2)c1cc(NC(=O)CC)ccc1. The result is 0 (inactive). (5) The compound is s1c(NC(Oc2ccccc2)=O)ncc1. The result is 0 (inactive). (6) The molecule is O(c1ccc(n2nc3c(n2)cc(c(NC(=O)CC)c3)C)cc1)C. The result is 0 (inactive). (7) The compound is S(CC(=O)N1CCCc2c1cccc2)c1oc(nn1)c1cc(OC)ccc1. The result is 0 (inactive).